Task: Predict the reaction yield, written as a fraction of the theoretical maximum amount of product (1.0 means a 100% yield; for example, 0.34 means a 34% yield).. Dataset: Reaction yield outcomes from USPTO patents with 853,638 reactions The reactants are [CH2:1]([N:8]1[CH2:13][CH2:12][C:11]([CH3:15])(O)[CH2:10][CH2:9]1)[C:2]1[CH:7]=[CH:6][CH:5]=[CH:4][CH:3]=1.[OH-].[Na+]. The catalyst is C1C=CC=CC=1. The product is [CH2:1]([N:8]1[CH2:13][CH2:12][C:11]([CH3:15])([C:2]2[CH:7]=[CH:6][CH:5]=[CH:4][CH:3]=2)[CH2:10][CH2:9]1)[C:2]1[CH:7]=[CH:6][CH:5]=[CH:4][CH:3]=1. The yield is 0.520.